From a dataset of Reaction yield outcomes from USPTO patents with 853,638 reactions. Predict the reaction yield, written as a fraction of the theoretical maximum amount of product (1.0 means a 100% yield; for example, 0.34 means a 34% yield). (1) No catalyst specified. The yield is 0.760. The reactants are [CH2:1]([N:3]1[C:7]([N:8]2[CH2:14][CH2:13][CH2:12][C@@H:11]([NH:15][C:16](=[O:21])[C:17]([F:20])([F:19])[F:18])[CH2:10][CH2:9]2)=[C:6]([N+:22]([O-])=O)[CH:5]=[N:4]1)[CH3:2].[C:25]([O:29][C:30]([NH:32][C:33]1[S:37][C:36]([C:38]2[C:43]([F:44])=[CH:42][CH:41]=[CH:40][C:39]=2[F:45])=[N:35][C:34]=1[C:46](O)=[O:47])=[O:31])([CH3:28])([CH3:27])[CH3:26]. The product is [F:45][C:39]1[CH:40]=[CH:41][CH:42]=[C:43]([F:44])[C:38]=1[C:36]1[S:37][C:33]([NH:32][C:30](=[O:31])[O:29][C:25]([CH3:27])([CH3:26])[CH3:28])=[C:34]([C:46](=[O:47])[NH:22][C:6]2[CH:5]=[N:4][N:3]([CH2:1][CH3:2])[C:7]=2[N:8]2[CH2:14][CH2:13][CH2:12][C@@H:11]([NH:15][C:16](=[O:21])[C:17]([F:20])([F:19])[F:18])[CH2:10][CH2:9]2)[N:35]=1. (2) The reactants are [NH:1]1[C:5]2=[N:6][CH:7]=[CH:8][CH:9]=[C:4]2[C:3]([C:10]([O:12][CH3:13])=[O:11])=[N:2]1.C([O-])(=O)C.[Na+].[Br:19]Br.O. The catalyst is C(O)(=O)C. The product is [Br:19][C:8]1[CH:9]=[C:4]2[C:3]([C:10]([O:12][CH3:13])=[O:11])=[N:2][NH:1][C:5]2=[N:6][CH:7]=1. The yield is 0.300. (3) The reactants are [C:1]([O:5][C:6]([C:8]1([CH2:11][CH:12]=C)[CH2:10][CH2:9]1)=[O:7])([CH3:4])([CH3:3])[CH3:2].[O:14]=[O+][O-]. The catalyst is CO.ClCCl. The product is [C:1]([O:5][C:6]([C:8]1([CH2:11][CH:12]=[O:14])[CH2:10][CH2:9]1)=[O:7])([CH3:4])([CH3:3])[CH3:2]. The yield is 1.00. (4) The reactants are [N:1]1([CH2:6][CH2:7][NH:8][C:9]([C:11]2[CH:16]=[CH:15][C:14]([NH:17][C:18]3[N:23]=[CH:22][C:21]([N+:24]([O-])=O)=[CH:20][N:19]=3)=[CH:13][N:12]=2)=[O:10])[CH2:5][CH2:4][CH2:3][CH2:2]1. The catalyst is [Pd]. The product is [N:1]1([CH2:6][CH2:7][NH:8][C:9]([C:11]2[CH:16]=[CH:15][C:14]([NH:17][C:18]3[N:19]=[CH:20][C:21]([NH2:24])=[CH:22][N:23]=3)=[CH:13][N:12]=2)=[O:10])[CH2:5][CH2:4][CH2:3][CH2:2]1. The yield is 0.900. (5) The reactants are [OH:1][C:2]1[C:31](OC)=[CH:30][C:5]2[N:6]([C:9]3[S:13][C:12]([C:14]([O:16][CH3:17])=[O:15])=[C:11]([O:18][CH2:19][C:20]4[CH:25]=[CH:24][CH:23]=[CH:22][C:21]=4[C:26]([F:29])([F:28])[F:27])[CH:10]=3)[CH:7]=[N:8][C:4]=2[CH:3]=1.FC(F)(F)C1C=CC=CC=1COC1C=CSC=1C([O-])=O.[F-].C([N+](CCCC)(CCCC)CCCC)CCC. No catalyst specified. The product is [OH:1][C:2]1[CH:31]=[CH:30][C:5]2[N:6]([C:9]3[S:13][C:12]([C:14]([O:16][CH3:17])=[O:15])=[C:11]([O:18][CH2:19][C:20]4[CH:25]=[CH:24][CH:23]=[CH:22][C:21]=4[C:26]([F:27])([F:29])[F:28])[CH:10]=3)[CH:7]=[N:8][C:4]=2[CH:3]=1. The yield is 0.830. (6) The reactants are [F:1][C:2]1[CH:33]=[CH:32][C:5]([O:6][CH:7]2[CH2:12][CH2:11][N:10]([C:13]([NH:15][CH:16]([CH:21]([C:23]3[C:31]4[C:26](=[CH:27][CH:28]=[CH:29][CH:30]=4)[NH:25][CH:24]=3)[CH3:22])[C:17]([O:19]C)=[O:18])=[O:14])[CH2:9][CH2:8]2)=[CH:4][CH:3]=1.[OH-].[Na+].Cl. The catalyst is CO. The product is [F:1][C:2]1[CH:3]=[CH:4][C:5]([O:6][CH:7]2[CH2:8][CH2:9][N:10]([C:13]([NH:15][CH:16]([CH:21]([C:23]3[C:31]4[C:26](=[CH:27][CH:28]=[CH:29][CH:30]=4)[NH:25][CH:24]=3)[CH3:22])[C:17]([OH:19])=[O:18])=[O:14])[CH2:11][CH2:12]2)=[CH:32][CH:33]=1. The yield is 0.950. (7) The reactants are C1(N)C(F)=C(F)C(F)=[C:3]([NH2:10])C=1F.Cl.Cl.Cl.Cl.[CH3:17][N:18]([CH3:35])[CH2:19][CH2:20][C:21]1[C:29]2[C:24](=[CH:25][CH:26]=[C:27]([CH2:30][NH:31][NH:32][CH:33]=O)[CH:28]=2)[NH:23][CH:22]=1.N1C=NC=NC=1. The catalyst is C(O)C. The product is [CH3:17][N:18]([CH3:35])[CH2:19][CH2:20][C:21]1[C:29]2[C:24](=[CH:25][CH:26]=[C:27]([CH2:30][N:31]3[CH:3]=[N:10][CH:33]=[N:32]3)[CH:28]=2)[NH:23][CH:22]=1. The yield is 0.840.